Regression. Given two drug SMILES strings and cell line genomic features, predict the synergy score measuring deviation from expected non-interaction effect. From a dataset of Merck oncology drug combination screen with 23,052 pairs across 39 cell lines. Drug 1: Nc1ccn(C2OC(CO)C(O)C2(F)F)c(=O)n1. Drug 2: C=CCn1c(=O)c2cnc(Nc3ccc(N4CCN(C)CC4)cc3)nc2n1-c1cccc(C(C)(C)O)n1. Cell line: COLO320DM. Synergy scores: synergy=22.5.